From a dataset of Peptide-MHC class I binding affinity with 185,985 pairs from IEDB/IMGT. Regression. Given a peptide amino acid sequence and an MHC pseudo amino acid sequence, predict their binding affinity value. This is MHC class I binding data. (1) The peptide sequence is ILQDRIRMY. The MHC is HLA-B08:02 with pseudo-sequence HLA-B08:02. The binding affinity (normalized) is 0.0847. (2) The binding affinity (normalized) is 0.0488. The peptide sequence is AVRAFLLRHY. The MHC is HLA-A68:01 with pseudo-sequence HLA-A68:01. (3) The peptide sequence is ILMDTICGT. The MHC is HLA-B08:02 with pseudo-sequence HLA-B08:02. The binding affinity (normalized) is 0.0847. (4) The peptide sequence is VAASSLLYK. The MHC is HLA-A31:01 with pseudo-sequence HLA-A31:01. The binding affinity (normalized) is 0.328. (5) The peptide sequence is GLLPLFLLLG. The MHC is HLA-A02:02 with pseudo-sequence HLA-A02:02. The binding affinity (normalized) is 0.689.